From a dataset of Forward reaction prediction with 1.9M reactions from USPTO patents (1976-2016). Predict the product of the given reaction. The product is: [C:4]([O:3][C:1]([N:8]1[CH2:13][CH2:12][CH:11]([NH:24][C:23]2[CH:22]=[CH:21][C:20]([S:17]([CH3:16])(=[O:19])=[O:18])=[CH:26][CH:25]=2)[CH2:10][CH2:9]1)=[O:2])([CH3:7])([CH3:6])[CH3:5]. Given the reactants [C:1]([N:8]1[CH2:13][CH2:12][C:11](=O)[CH2:10][CH2:9]1)([O:3][C:4]([CH3:7])([CH3:6])[CH3:5])=[O:2].Cl.[CH3:16][S:17]([C:20]1[CH:26]=[CH:25][C:23]([NH2:24])=[CH:22][CH:21]=1)(=[O:19])=[O:18], predict the reaction product.